This data is from Kir2.1 potassium channel HTS with 301,493 compounds. The task is: Binary Classification. Given a drug SMILES string, predict its activity (active/inactive) in a high-throughput screening assay against a specified biological target. (1) The drug is ClC(c1ccccc1)C(=O)Nc1scc(n1)C. The result is 0 (inactive). (2) The compound is S=c1nc(n2c(ccc2C)C)[nH][nH]1. The result is 0 (inactive). (3) The compound is O(CCNC(=O)Cn1nc(c2c(cccc2)C)ccc1=O)C. The result is 0 (inactive). (4) The drug is Clc1ccc(S(=O)(=O)CCNC(c2ccc(C(C)C)cc2)C)cc1. The result is 1 (active). (5) The molecule is S(=O)(=O)(N1CCCCCC1)c1cc(NC(=O)CC(C)C)ccc1. The result is 0 (inactive). (6) The result is 0 (inactive). The drug is Brc1cc(C(OC2CCCN(C2)C)=O)ccc1. (7) The molecule is S(c1nc2c(nc1)cccc2)CC(OC)=O. The result is 0 (inactive).